This data is from Catalyst prediction with 721,799 reactions and 888 catalyst types from USPTO. The task is: Predict which catalyst facilitates the given reaction. (1) Reactant: F[C:2]1[CH:9]=[CH:8][C:7]([C:10]([F:13])([F:12])[F:11])=[CH:6][C:3]=1[C:4]#[N:5].[CH3:14][NH:15][NH2:16]. Product: [CH3:14][N:15]1[C:2]2[C:3](=[CH:6][C:7]([C:10]([F:11])([F:12])[F:13])=[CH:8][CH:9]=2)[C:4]([NH2:5])=[N:16]1. The catalyst class is: 41. (2) Reactant: C(Cl)CCl.C1C=CC2N(O)N=NC=2C=1.C(N(CC)CC)C.[N+:22]([C:25]1[C:26]([C:30]([OH:32])=O)=[N:27][NH:28][CH:29]=1)([O-:24])=[O:23].Cl.Cl.[CH3:35][O:36][C:37]1[CH:38]=[C:39]([NH2:46])[C:40]([NH2:45])=[CH:41][C:42]=1[O:43][CH3:44]. Product: [NH2:45][C:40]1[CH:41]=[C:42]([O:43][CH3:44])[C:37]([O:36][CH3:35])=[CH:38][C:39]=1[NH:46][C:30]([C:26]1[C:25]([N+:22]([O-:24])=[O:23])=[CH:29][NH:28][N:27]=1)=[O:32]. The catalyst class is: 3.